This data is from Forward reaction prediction with 1.9M reactions from USPTO patents (1976-2016). The task is: Predict the product of the given reaction. (1) Given the reactants C1(P(C2CCCCC2)C2C=CC=CC=2C2C(C(C)C)=CC(C(C)C)=CC=2C(C)C)CCCCC1.[O:35]1[CH2:40][CH2:39][N:38]([C:41]2[CH:42]=[C:43]([NH2:47])[CH:44]=[N:45][CH:46]=2)[CH2:37][CH2:36]1.Cl[C:49]1[C:58]2[C:53](=[C:54]([Cl:59])[CH:55]=[CH:56][CH:57]=2)[N:52]=[C:51]([C:60]2[CH:65]=[C:64]([CH3:66])[CH:63]=[CH:62][N:61]=2)[C:50]=1[CH3:67].CC(C)([O-])C.[Na+], predict the reaction product. The product is: [Cl:59][C:54]1[CH:55]=[CH:56][CH:57]=[C:58]2[C:53]=1[N:52]=[C:51]([C:60]1[CH:65]=[C:64]([CH3:66])[CH:63]=[CH:62][N:61]=1)[C:50]([CH3:67])=[C:49]2[NH:47][C:43]1[CH:44]=[N:45][CH:46]=[C:41]([N:38]2[CH2:39][CH2:40][O:35][CH2:36][CH2:37]2)[CH:42]=1. (2) Given the reactants [F:1][C:2]1[CH:7]=[CH:6][C:5]([CH2:8][C@H:9]([NH:22][C:23]2[S:24][C:25]([C:28]3[CH:29]=[C:30]4[C:35](=[CH:36][CH:37]=3)[CH:34]=[N:33][CH:32]=[CH:31]4)=[N:26][N:27]=2)[CH2:10][N:11]2C(=O)C3C=CC=CC=3C2=O)=[CH:4][CH:3]=1.O=C1C2C=CC=CC=2C(=O)N1C[C@@H](NC(NNC(C1C=C2C(=CC=1)C=NC=C2)=O)=S)CC1C=CC(F)=CC=1, predict the reaction product. The product is: [NH2:11][CH2:10][C@@H:9]([NH:22][C:23]1[S:24][C:25]([C:28]2[CH:29]=[C:30]3[C:35](=[CH:36][CH:37]=2)[CH:34]=[N:33][CH:32]=[CH:31]3)=[N:26][N:27]=1)[CH2:8][C:5]1[CH:6]=[CH:7][C:2]([F:1])=[CH:3][CH:4]=1. (3) Given the reactants Cl[C:2]1[C:11]2[C:6](=[CH:7][CH:8]=[C:9]([CH3:12])[CH:10]=2)[N:5]=[C:4]([N:13]2[CH2:19][C:18]3[CH:20]=[CH:21][CH:22]=[CH:23][C:17]=3[S:16](=[O:25])(=[O:24])[CH2:15][CH2:14]2)[CH:3]=1.[CH3:26][NH:27][CH3:28], predict the reaction product. The product is: [O:24]=[S:16]1(=[O:25])[C:17]2[CH:23]=[CH:22][CH:21]=[CH:20][C:18]=2[CH2:19][N:13]([C:4]2[CH:3]=[C:2]([N:27]([CH3:28])[CH3:26])[C:11]3[C:6](=[CH:7][CH:8]=[C:9]([CH3:12])[CH:10]=3)[N:5]=2)[CH2:14][CH2:15]1. (4) Given the reactants [NH:1]1[CH:5]=[CH:4][N:3]=[CH:2]1.[H-].[Na+].F[C:9]1[CH:10]=[N:11][CH:12]=[CH:13][CH:14]=1.C(=O)(O)[O-].[Na+], predict the reaction product. The product is: [N:1]1([C:9]2[CH:10]=[N:11][CH:12]=[CH:13][CH:14]=2)[CH:5]=[CH:4][N:3]=[CH:2]1. (5) Given the reactants [NH:1]([CH2:8][C:9]1[C:18]2[C:13](=[CH:14][CH:15]=[CH:16][CH:17]=2)[NH:12][C:11](=[O:19])[CH:10]=1)[C:2]1[CH:7]=[CH:6][CH:5]=[CH:4][CH:3]=1.[C:20](Cl)(=[O:24])[CH:21]([CH3:23])[CH3:22], predict the reaction product. The product is: [O:19]=[C:11]1[CH:10]=[C:9]([CH2:8][N:1]([C:2]2[CH:3]=[CH:4][CH:5]=[CH:6][CH:7]=2)[C:20](=[O:24])[CH:21]([CH3:23])[CH3:22])[C:18]2[C:13](=[CH:14][CH:15]=[CH:16][CH:17]=2)[NH:12]1. (6) Given the reactants [NH2:1][CH:2]([C:11]1[CH:16]=[CH:15][CH:14]=[CH:13][CH:12]=1)[C:3]1([N:8]([CH3:10])[CH3:9])[CH2:7][CH2:6][CH2:5][CH2:4]1.CN(C)C1(C(C2C=CC=CC=2)NC(=O)C2C(C)=CC=CC=2C)CCOC1.[Cl:43][C:44]1[CH:52]=[CH:51][C:47]([C:48](O)=[O:49])=[C:46]([CH3:53])[CH:45]=1.C1C=CC2N(O)N=NC=2C=1.C1CCC(N=C=NC2CCCCC2)CC1.C(=O)(O)[O-].[Na+], predict the reaction product. The product is: [Cl:43][C:44]1[CH:52]=[CH:51][C:47]([C:48]([NH:1][CH:2]([C:3]2([N:8]([CH3:10])[CH3:9])[CH2:7][CH2:6][CH2:5][CH2:4]2)[C:11]2[CH:12]=[CH:13][CH:14]=[CH:15][CH:16]=2)=[O:49])=[C:46]([CH3:53])[CH:45]=1. (7) Given the reactants C(O)(C(F)(F)F)=O.[C:8]([N:11]1[CH2:15][C@H:14]([OH:16])[CH2:13][C@H:12]1[C:17]([NH:19][C@H:20]([C:28]([C:30]1[S:31][C:32]2[CH:38]=[CH:37][CH:36]=[CH:35][C:33]=2[N:34]=1)=[O:29])[CH2:21][CH2:22][CH2:23][NH:24][C:25](=[NH:27])[NH2:26])=[O:18])(=[O:10])[CH3:9].[N+:39]([O-:42])([OH:41])=[O:40], predict the reaction product. The product is: [N+:39]([O-:42])([OH:41])=[O:40].[C:8]([N:11]1[CH2:15][C@H:14]([OH:16])[CH2:13][C@H:12]1[C:17]([NH:19][C@H:20]([C:28]([C:30]1[S:31][C:32]2[CH:38]=[CH:37][CH:36]=[CH:35][C:33]=2[N:34]=1)=[O:29])[CH2:21][CH2:22][CH2:23][NH:24][C:25](=[NH:26])[NH2:27])=[O:18])(=[O:10])[CH3:9]. (8) Given the reactants [CH3:1][S:2][C:3]1[N:8]2[N:9]=[C:10]([C:12]([F:15])([F:14])[F:13])[CH:11]=[C:7]2[C:6]([CH:16]=[O:17])=[CH:5][CH:4]=1.O.O.P([O-])(O)(O)=[O:21].[Na+].CC(=CC)C.Cl([O-])=O.[Na+].[OH-].[Na+], predict the reaction product. The product is: [CH3:1][S:2][C:3]1[N:8]2[N:9]=[C:10]([C:12]([F:15])([F:14])[F:13])[CH:11]=[C:7]2[C:6]([C:16]([OH:21])=[O:17])=[CH:5][CH:4]=1. (9) Given the reactants [C:1]([C:5]1[N:6]=[C:7]([N:22]2[CH2:27][CH2:26]O[CH2:24][CH2:23]2)[C:8]2[N:13]=[N:12][N:11]([CH2:14][C:15]3[CH:20]=[CH:19][CH:18]=[CH:17][C:16]=3[Cl:21])[C:9]=2[N:10]=1)([CH3:4])([CH3:3])[CH3:2].C([C:32]1[N:33]=[C:34](Cl)C2N=NN(CC3C=CC=CC=3Cl)C=2N=1)(C)(C)C.CN(C)C1CCNC1, predict the reaction product. The product is: [C:1]([C:5]1[N:6]=[C:7]([N:22]2[CH2:27][CH2:26][CH:24]([N:33]([CH3:34])[CH3:32])[CH2:23]2)[C:8]2[N:13]=[N:12][N:11]([CH2:14][C:15]3[CH:20]=[CH:19][CH:18]=[CH:17][C:16]=3[Cl:21])[C:9]=2[N:10]=1)([CH3:4])([CH3:3])[CH3:2].